This data is from Full USPTO retrosynthesis dataset with 1.9M reactions from patents (1976-2016). The task is: Predict the reactants needed to synthesize the given product. Given the product [CH2:34]([C@@H:14]([CH2:13][CH2:12][C@H:8]([CH2:1][C:2]1[CH:3]=[CH:4][CH:5]=[CH:6][CH:7]=1)[C:9](=[O:10])[NH:41][C@H:42]1[CH2:48][CH2:47][CH2:46][CH2:45][N:44]([CH2:49][CH2:50][C:51]2[CH:56]=[CH:55][CH:54]=[CH:53][CH:52]=2)[C:43]1=[O:57])[C:15]([NH:17][C@H:18]1[CH2:24][CH2:23][S:22][C@H:21]2[CH2:25][CH2:26][CH2:27][C@@H:28]([C:29]([O:31][CH3:32])=[O:30])[N:20]2[C:19]1=[O:33])=[O:16])[C:35]1[CH:40]=[CH:39][CH:38]=[CH:37][CH:36]=1, predict the reactants needed to synthesize it. The reactants are: [CH2:1]([C@@H:8]([CH2:12][CH2:13][C@H:14]([CH2:34][C:35]1[CH:40]=[CH:39][CH:38]=[CH:37][CH:36]=1)[C:15]([NH:17][C@H:18]1[CH2:24][CH2:23][S:22][C@H:21]2[CH2:25][CH2:26][CH2:27][C@@H:28]([C:29]([O:31][CH3:32])=[O:30])[N:20]2[C:19]1=[O:33])=[O:16])[C:9](O)=[O:10])[C:2]1[CH:7]=[CH:6][CH:5]=[CH:4][CH:3]=1.[NH2:41][C@H:42]1[CH2:48][CH2:47][CH2:46][CH2:45][N:44]([CH2:49][CH2:50][C:51]2[CH:56]=[CH:55][CH:54]=[CH:53][CH:52]=2)[C:43]1=[O:57].